Dataset: NCI-60 drug combinations with 297,098 pairs across 59 cell lines. Task: Regression. Given two drug SMILES strings and cell line genomic features, predict the synergy score measuring deviation from expected non-interaction effect. (1) Drug 1: CC1=C2C(C(=O)C3(C(CC4C(C3C(C(C2(C)C)(CC1OC(=O)C(C(C5=CC=CC=C5)NC(=O)C6=CC=CC=C6)O)O)OC(=O)C7=CC=CC=C7)(CO4)OC(=O)C)O)C)OC(=O)C. Drug 2: CCN(CC)CCNC(=O)C1=C(NC(=C1C)C=C2C3=C(C=CC(=C3)F)NC2=O)C. Cell line: SK-OV-3. Synergy scores: CSS=52.5, Synergy_ZIP=4.33, Synergy_Bliss=4.25, Synergy_Loewe=6.13, Synergy_HSA=10.2. (2) Drug 1: CC1CCC2CC(C(=CC=CC=CC(CC(C(=O)C(C(C(=CC(C(=O)CC(OC(=O)C3CCCCN3C(=O)C(=O)C1(O2)O)C(C)CC4CCC(C(C4)OC)OCCO)C)C)O)OC)C)C)C)OC. Drug 2: C1CCC(C(C1)N)N.C(=O)(C(=O)[O-])[O-].[Pt+4]. Cell line: NCI-H226. Synergy scores: CSS=3.49, Synergy_ZIP=-1.76, Synergy_Bliss=3.73, Synergy_Loewe=-4.00, Synergy_HSA=-0.261. (3) Drug 1: C1CCC(C1)C(CC#N)N2C=C(C=N2)C3=C4C=CNC4=NC=N3. Drug 2: CC1CCC2CC(C(=CC=CC=CC(CC(C(=O)C(C(C(=CC(C(=O)CC(OC(=O)C3CCCCN3C(=O)C(=O)C1(O2)O)C(C)CC4CCC(C(C4)OC)O)C)C)O)OC)C)C)C)OC. Cell line: PC-3. Synergy scores: CSS=37.8, Synergy_ZIP=5.94, Synergy_Bliss=7.75, Synergy_Loewe=-30.6, Synergy_HSA=6.54. (4) Drug 1: CC(CN1CC(=O)NC(=O)C1)N2CC(=O)NC(=O)C2. Drug 2: C1C(C(OC1N2C=NC3=C2NC=NCC3O)CO)O. Cell line: COLO 205. Synergy scores: CSS=54.1, Synergy_ZIP=0.633, Synergy_Bliss=1.59, Synergy_Loewe=-4.23, Synergy_HSA=2.19.